The task is: Predict the product of the given reaction.. This data is from Forward reaction prediction with 1.9M reactions from USPTO patents (1976-2016). Given the reactants [C:1]([O:5][C:6]([NH:8][C:9]1[S:17][C:16]2[C:11](=[N:12][C:13](Cl)=[CH:14][CH:15]=2)[C:10]=1[C:19]([O:21][CH2:22][CH3:23])=[O:20])=[O:7])([CH3:4])([CH3:3])[CH3:2].[Cl-].[CH3:25][Zn+], predict the reaction product. The product is: [C:1]([O:5][C:6]([NH:8][C:9]1[S:17][C:16]2[C:11](=[N:12][C:13]([CH3:25])=[CH:14][CH:15]=2)[C:10]=1[C:19]([O:21][CH2:22][CH3:23])=[O:20])=[O:7])([CH3:4])([CH3:3])[CH3:2].